This data is from Catalyst prediction with 721,799 reactions and 888 catalyst types from USPTO. The task is: Predict which catalyst facilitates the given reaction. (1) Product: [NH2:12][C:10]([C:3]1[C:2]([F:1])=[C:7]([CH:6]=[CH:5][C:4]=1[F:9])[O:8][CH2:20][C:21]([O:23][CH3:24])=[O:22])=[O:11]. Reactant: [F:1][C:2]1[C:7]([OH:8])=[CH:6][CH:5]=[C:4]([F:9])[C:3]=1[C:10]([NH2:12])=[O:11].C([O-])([O-])=O.[K+].[K+].Br[CH2:20][C:21]([O:23][CH3:24])=[O:22]. The catalyst class is: 18. (2) Reactant: Br[C:2]1[CH:3]=[CH:4][C:5]2[N:6]([C:8]([C:11]([N:13]3[CH2:18][CH2:17][CH:16]([C:19]4[CH:24]=[CH:23][CH:22]=[CH:21][C:20]=4[C:25]([F:28])([F:27])[F:26])[CH2:15][CH2:14]3)=[O:12])=[N:9][N:10]=2)[CH:7]=1.[CH3:29]N1C(=O)CCC1.C[Mg+].[Br-].Cl.C([O-])(O)=O.[Na+]. Product: [CH3:29][C:2]1[CH:3]=[CH:4][C:5]2[N:6]([C:8]([C:11]([N:13]3[CH2:18][CH2:17][CH:16]([C:19]4[CH:24]=[CH:23][CH:22]=[CH:21][C:20]=4[C:25]([F:26])([F:27])[F:28])[CH2:15][CH2:14]3)=[O:12])=[N:9][N:10]=2)[CH:7]=1. The catalyst class is: 1. (3) Reactant: [F:1][C:2]([CH3:9])([CH3:8])[C:3](=[O:7])[CH2:4][C:5]#[N:6].[CH3:10][Si](C=[N+]=[N-])(C)C. Product: [F:1][C:2]([CH3:9])([CH3:8])[C:3]([O:7][CH3:10])=[CH:4][C:5]#[N:6]. The catalyst class is: 27. (4) Reactant: [F:1][C:2]1[CH:38]=[C:37]([F:39])[CH:36]=[C:35]([F:40])[C:3]=1[CH2:4][N:5]1[C:13]([C:14]2[CH:19]=[CH:18][C:17]([N:20]3[CH2:25][CH2:24][CH2:23][C@H:22]([CH2:26][C:27]([O:29]C)=[O:28])[CH2:21]3)=[CH:16][CH:15]=2)=[C:12]2[C:7]([C:8]([C:31]([F:34])([F:33])[F:32])=[CH:9][CH:10]=[CH:11]2)=[N:6]1.[OH-].[Na+]. Product: [F:40][C:35]1[CH:36]=[C:37]([F:39])[CH:38]=[C:2]([F:1])[C:3]=1[CH2:4][N:5]1[C:13]([C:14]2[CH:15]=[CH:16][C:17]([N:20]3[CH2:25][CH2:24][CH2:23][C@H:22]([CH2:26][C:27]([OH:29])=[O:28])[CH2:21]3)=[CH:18][CH:19]=2)=[C:12]2[C:7]([C:8]([C:31]([F:34])([F:32])[F:33])=[CH:9][CH:10]=[CH:11]2)=[N:6]1. The catalyst class is: 92. (5) Reactant: [Cl:1][C:2]1[CH:3]=[C:4]([S:14]([N:17]([CH2:33][C:34]([OH:36])=[O:35])[C:18]2[CH:19]=[CH:20][C:21]3[N:22]([CH2:31][CH3:32])[C:23]4[C:28]([C:29]=3[CH:30]=2)=[CH:27][CH:26]=[CH:25][CH:24]=4)(=[O:16])=[O:15])[CH:5]=[C:6]([C:8]#[C:9][Si](C)(C)C)[CH:7]=1.C(=O)([O-])[O-].[K+].[K+]. Product: [Cl:1][C:2]1[CH:3]=[C:4]([S:14]([N:17]([CH2:33][C:34]([OH:36])=[O:35])[C:18]2[CH:19]=[CH:20][C:21]3[N:22]([CH2:31][CH3:32])[C:23]4[C:28]([C:29]=3[CH:30]=2)=[CH:27][CH:26]=[CH:25][CH:24]=4)(=[O:16])=[O:15])[CH:5]=[C:6]([C:8]#[CH:9])[CH:7]=1. The catalyst class is: 138.